From a dataset of Reaction yield outcomes from USPTO patents with 853,638 reactions. Predict the reaction yield, written as a fraction of the theoretical maximum amount of product (1.0 means a 100% yield; for example, 0.34 means a 34% yield). (1) The reactants are CO.[Cl-].[NH4+].[Cl:5][C:6]1[CH:11]=[C:10]([N+:12]([O-])=O)[CH:9]=[C:8]([Cl:15])[C:7]=1[S:16][C:17]1[CH:22]=[CH:21][CH:20]=[CH:19][C:18]=1[C:23]([F:26])([F:25])[F:24]. The catalyst is [Fe].O. The product is [Cl:15][C:8]1[CH:9]=[C:10]([CH:11]=[C:6]([Cl:5])[C:7]=1[S:16][C:17]1[CH:22]=[CH:21][CH:20]=[CH:19][C:18]=1[C:23]([F:25])([F:24])[F:26])[NH2:12]. The yield is 0.860. (2) The reactants are [F:1][C:2]([F:15])([F:14])[CH:3]1[C:12]2[C:7](=[CH:8][CH:9]=[CH:10][CH:11]=2)[NH:6][C:5](=O)[CH2:4]1.CSC.B. The catalyst is C1COCC1. The product is [F:15][C:2]([F:1])([F:14])[CH:3]1[C:12]2[C:7](=[CH:8][CH:9]=[CH:10][CH:11]=2)[NH:6][CH2:5][CH2:4]1. The yield is 0.620. (3) The reactants are Cl.[CH:2]([CH:15]1[C:20](=[O:21])[CH2:19][CH2:18][NH:17][CH2:16]1)([C:9]1[CH:14]=[CH:13][CH:12]=[CH:11][CH:10]=1)[C:3]1[CH:8]=[CH:7][CH:6]=[CH:5][CH:4]=1.C(N(C(C)C)CC)(C)C.[CH3:31][O:32][C:33]1[C:37]2[CH:38]=[CH:39][CH:40]=[CH:41][C:36]=2[S:35][C:34]=1[CH2:42]O.C(OC(C)C)(C)C. The catalyst is O.C(OCC)(=O)C.ClCCl. The product is [CH:2]([CH:15]1[C:20](=[O:21])[CH2:19][CH2:18][N:17]([CH2:42][C:34]2[S:35][C:36]3[CH:41]=[CH:40][CH:39]=[CH:38][C:37]=3[C:33]=2[O:32][CH3:31])[CH2:16]1)([C:9]1[CH:14]=[CH:13][CH:12]=[CH:11][CH:10]=1)[C:3]1[CH:4]=[CH:5][CH:6]=[CH:7][CH:8]=1. The yield is 0.230. (4) The reactants are [C:1]([C:3]1[CH:8]=[CH:7][C:6]([C:9](=[CH:15]N(C)C)[C:10](OCC)=[O:11])=[C:5]([O:19][CH3:20])[CH:4]=1)#[N:2].[NH:21]([C:23]1[CH:31]=[CH:30][C:26]([C:27]([OH:29])=[O:28])=[CH:25][N:24]=1)[NH2:22].Cl.CCN(C(C)C)C(C)C. The catalyst is CC(O)C.O. The product is [C:1]([C:3]1[CH:8]=[CH:7][C:6]([C:9]2[CH:15]=[N:22][N:21]([C:23]3[CH:31]=[CH:30][C:26]([C:27]([OH:29])=[O:28])=[CH:25][N:24]=3)[C:10]=2[OH:11])=[C:5]([O:19][CH3:20])[CH:4]=1)#[N:2]. The yield is 0.733. (5) The reactants are [Na:1].C(C1(C[CH2:15][O:16][C:17]2[CH:22]=[CH:21][N:20]=[C:19]([CH2:23][S:24]([C:26]3[NH:30][C:29]4[CH:31]=[CH:32][CH:33]=[CH:34][C:28]=4[N:27]=3)=[O:25])[C:18]=2[CH3:35])OCC2(OCCO2)CO1)C.ClC1C=CC=C(C(OO)=O)C=1.[CH3:47][C:48]1([CH2:53]CO)[O:52][CH2:51][CH2:50][O:49]1. No catalyst specified. The product is [Na:1].[CH3:35][C:18]1[C:19]([CH2:23][S:24]([C:26]2[NH:27][C:28]3[CH:34]=[CH:33][CH:32]=[CH:31][C:29]=3[N:30]=2)=[O:25])=[N:20][CH:21]=[CH:22][C:17]=1[O:16][CH2:15][CH2:47][C:48]1([CH3:53])[O:52][CH2:51][CH2:50][O:49]1. The yield is 0.144.